From a dataset of Full USPTO retrosynthesis dataset with 1.9M reactions from patents (1976-2016). Predict the reactants needed to synthesize the given product. (1) The reactants are: Br[C:2]1[C:7]([O:8][C:9]([CH3:12])([CH3:11])[CH3:10])=[CH:6][N:5]=[C:4]([C:13]2[CH2:17][CH2:16][C:15]3([CH2:21][CH2:20][N:19]([CH3:22])[C:18]3=[O:23])[N:14]=2)[CH:3]=1.O.[F:25][C:26]([F:37])([F:36])[C:27]1[CH:32]=[CH:31][C:30](B(O)O)=[CH:29][CH:28]=1.C(=O)([O-])[O-].[Na+].[Na+]. Given the product [C:9]([O:8][C:7]1[C:2]([C:30]2[CH:31]=[CH:32][C:27]([C:26]([F:37])([F:36])[F:25])=[CH:28][CH:29]=2)=[CH:3][C:4]([C:13]2[CH2:17][CH2:16][C:15]3([CH2:21][CH2:20][N:19]([CH3:22])[C:18]3=[O:23])[N:14]=2)=[N:5][CH:6]=1)([CH3:12])([CH3:11])[CH3:10], predict the reactants needed to synthesize it. (2) Given the product [CH2:3]([C:2]1[C:13]2[C:12](=[CH:17][CH:16]=[C:15]([C:18]([F:19])([F:20])[F:21])[CH:14]=2)[NH:5][CH:1]=1)[CH3:4], predict the reactants needed to synthesize it. The reactants are: [CH2:1]([N:5]([C:12]1[CH:17]=[CH:16][C:15]([C:18]([F:21])([F:20])[F:19])=[CH:14][C:13]=1I)C(=O)C(F)(F)F)[CH:2]=[CH:3][CH3:4].